Dataset: TCR-epitope binding with 47,182 pairs between 192 epitopes and 23,139 TCRs. Task: Binary Classification. Given a T-cell receptor sequence (or CDR3 region) and an epitope sequence, predict whether binding occurs between them. (1) The epitope is YLDAYNMMI. The TCR CDR3 sequence is CASSLWGSGNTIYF. Result: 1 (the TCR binds to the epitope). (2) The epitope is TVYDPLQPELDSFK. Result: 0 (the TCR does not bind to the epitope). The TCR CDR3 sequence is CASSLGGTDQPQHF. (3) The epitope is RAKFKQLL. The TCR CDR3 sequence is CASSFVAGVDTQYF. Result: 1 (the TCR binds to the epitope). (4) The epitope is KLPDDFTGCV. The TCR CDR3 sequence is CASSLGEHSYNEQFF. Result: 1 (the TCR binds to the epitope). (5) The epitope is FVDGVPFVV. The TCR CDR3 sequence is CASSYRGRATSEQFF. Result: 1 (the TCR binds to the epitope). (6) The epitope is FVDGVPFVV. The TCR CDR3 sequence is CASSLRAREETQYF. Result: 1 (the TCR binds to the epitope).